From a dataset of Full USPTO retrosynthesis dataset with 1.9M reactions from patents (1976-2016). Predict the reactants needed to synthesize the given product. (1) Given the product [CH:12]([NH:11][C:10](=[N:9][CH:6]([CH3:8])[CH3:7])[O:5][C:1]([CH3:4])([CH3:3])[CH3:2])([CH3:14])[CH3:13], predict the reactants needed to synthesize it. The reactants are: [C:1]([OH:5])([CH3:4])([CH3:3])[CH3:2].[CH:6]([N:9]=[C:10]=[N:11][CH:12]([CH3:14])[CH3:13])([CH3:8])[CH3:7]. (2) The reactants are: CC([N:5]([C@H:9]1[CH2:14][CH2:13][N:12]([CH2:15][CH:16]2[C:20]3=[C:21]([F:29])[CH:22]=[N:23][C:24]4[CH:25]=[CH:26][C:27](=[O:28])[N:18]([C:19]=43)[CH2:17]2)[CH2:11][C@H:10]1[OH:30])C(=O)[O-])(C)C.Cl. Given the product [NH2:5][C@H:9]1[CH2:14][CH2:13][N:12]([CH2:15][CH:16]2[C:20]3=[C:21]([F:29])[CH:22]=[N:23][C:24]4[CH:25]=[CH:26][C:27](=[O:28])[N:18]([C:19]=43)[CH2:17]2)[CH2:11][C@H:10]1[OH:30], predict the reactants needed to synthesize it. (3) Given the product [ClH:26].[NH:14]1[CH2:17][CH:16]([C:18]([C:20]2[CH:25]=[CH:24][C:23]([Cl:26])=[CH:22][CH:21]=2)=[O:19])[CH2:15]1, predict the reactants needed to synthesize it. The reactants are: C([N:14]1[CH2:17][CH:16]([C:18]([C:20]2[CH:25]=[CH:24][C:23]([Cl:26])=[CH:22][CH:21]=2)=[O:19])[CH2:15]1)(C1C=CC=CC=1)C1C=CC=CC=1.ClC(OC(Cl)=O)C. (4) Given the product [CH3:1][O:2][CH2:3][C@H:4]1[CH2:10][N:9]([C:56]([CH:53]2[CH2:54][CH2:55][O:50][CH2:51][CH2:52]2)=[O:57])[CH2:8][C:7]2[CH:11]=[CH:12][C:13]([C:15]([O:17][CH3:18])=[O:16])=[CH:14][C:6]=2[O:5]1, predict the reactants needed to synthesize it. The reactants are: [CH3:1][O:2][CH2:3][C@H:4]1[CH2:10][NH:9][CH2:8][C:7]2[CH:11]=[CH:12][C:13]([C:15]([O:17][CH3:18])=[O:16])=[CH:14][C:6]=2[O:5]1.C(O)(C(F)(F)F)=O.CN(C(ON1N=NC2C=CC=NC1=2)=[N+](C)C)C.F[P-](F)(F)(F)(F)F.[O:50]1[CH2:55][CH2:54][CH:53]([C:56](O)=[O:57])[CH2:52][CH2:51]1.CCN(C(C)C)C(C)C.